This data is from NCI-60 drug combinations with 297,098 pairs across 59 cell lines. The task is: Regression. Given two drug SMILES strings and cell line genomic features, predict the synergy score measuring deviation from expected non-interaction effect. Drug 1: C1=C(C(=O)NC(=O)N1)F. Drug 2: CC1C(C(CC(O1)OC2CC(OC(C2O)C)OC3=CC4=CC5=C(C(=O)C(C(C5)C(C(=O)C(C(C)O)O)OC)OC6CC(C(C(O6)C)O)OC7CC(C(C(O7)C)O)OC8CC(C(C(O8)C)O)(C)O)C(=C4C(=C3C)O)O)O)O. Cell line: NCI-H460. Synergy scores: CSS=39.2, Synergy_ZIP=-3.52, Synergy_Bliss=-11.8, Synergy_Loewe=-12.2, Synergy_HSA=-11.9.